Dataset: Forward reaction prediction with 1.9M reactions from USPTO patents (1976-2016). Task: Predict the product of the given reaction. (1) Given the reactants Cl[C:2]([O:4][CH:5]([Cl:7])[CH3:6])=[O:3].[CH:8]1([OH:14])[CH2:13][CH2:12][CH2:11][CH2:10][CH2:9]1.N1C=CC=CC=1, predict the reaction product. The product is: [CH:8]1([O:14][C:2]([O:4][CH:5]([Cl:7])[CH3:6])=[O:3])[CH2:13][CH2:12][CH2:11][CH2:10][CH2:9]1. (2) Given the reactants [Cl:1][CH2:2][C:3]([O:5]/[N:6]=[C:7](\[NH2:15])/[C:8]1[CH:13]=[CH:12][C:11](C)=[CH:10][CH:9]=1)=[O:4].ClC1C=CC(C(NO)=N)=CC=1.ClCC(Cl)=O, predict the reaction product. The product is: [Cl:1][CH2:2][C:3]([O:5]/[N:6]=[C:7](\[NH2:15])/[C:8]1[CH:13]=[CH:12][CH:11]=[CH:10][CH:9]=1)=[O:4].